Dataset: Forward reaction prediction with 1.9M reactions from USPTO patents (1976-2016). Task: Predict the product of the given reaction. Given the reactants [F:1][C:2]1[C:3]([O:12][CH3:13])=[CH:4][C:5]([N+:9]([O-:11])=[O:10])=[C:6]([CH:8]=1)N.N([O-])=O.[Na+].[BrH:18], predict the reaction product. The product is: [Br:18][C:6]1[CH:8]=[C:2]([F:1])[C:3]([O:12][CH3:13])=[CH:4][C:5]=1[N+:9]([O-:11])=[O:10].